This data is from Rat liver microsome stability data. The task is: Regression/Classification. Given a drug SMILES string, predict its absorption, distribution, metabolism, or excretion properties. Task type varies by dataset: regression for continuous measurements (e.g., permeability, clearance, half-life) or binary classification for categorical outcomes (e.g., BBB penetration, CYP inhibition). Dataset: rlm. (1) The compound is CC(C)N1CCC(Oc2ccc(C=Cc3[nH]nc4cc([C@@H]5C[C@@]56C(=O)Nc5ccccc56)ccc34)cc2)CC1. The result is 0 (unstable in rat liver microsomes). (2) The compound is CS(=O)(=O)c1ccc(C(CCNC(=O)c2ccc(O)nc2)c2ccc(F)cc2)cc1. The result is 0 (unstable in rat liver microsomes). (3) The molecule is Cc1ccc(S(=O)(=O)Nc2ccccc2C(=O)Nc2nccs2)cc1. The result is 1 (stable in rat liver microsomes). (4) The compound is C=C(C)[C@@H]1CC[C@]2(NCCN3CCS(=O)(=O)CC3)CC[C@]3(C)[C@H](CC[C@@H]4[C@@]5(C)CC=C(c6ccc(C(=O)O)cc6)C(C)(C)[C@@H]5CC[C@]43C)[C@@H]12. The result is 0 (unstable in rat liver microsomes). (5) The drug is O=S(=O)(NCc1ccc(-c2ccc(F)cc2F)cn1)c1cc2cc(Cl)ccc2[nH]1. The result is 0 (unstable in rat liver microsomes). (6) The compound is CC(C)n1nc(C(F)c2cccc(Cl)c2Cl)c2c(N)ncnc21. The result is 1 (stable in rat liver microsomes). (7) The result is 1 (stable in rat liver microsomes). The molecule is N=c1c(C(=O)NCCc2ccccc2)cc2c(=O)n3ccccc3nc2n1Cc1ccccc1.